This data is from Full USPTO retrosynthesis dataset with 1.9M reactions from patents (1976-2016). The task is: Predict the reactants needed to synthesize the given product. (1) Given the product [NH2:19][CH:11]([C:12]1[CH:13]=[CH:14][C:15]([Cl:18])=[CH:16][CH:17]=1)[CH2:10][C:9]([NH2:8])=[O:27], predict the reactants needed to synthesize it. The reactants are: Cl.O1CCOCC1.[NH2:8][C:9](=[O:27])[CH2:10][CH:11]([NH:19]C(=O)OC(C)(C)C)[C:12]1[CH:17]=[CH:16][C:15]([Cl:18])=[CH:14][CH:13]=1. (2) Given the product [OH:24][CH:21]([CH2:22][OH:23])[C:20]#[C:19][C:18]#[C:17][C:14]1[CH:15]=[CH:16][C:11]([C:10]([NH:9][C@@H:4]([C:5]([OH:8])([CH3:7])[CH3:6])[C:3]([NH:27][OH:28])=[O:2])=[O:25])=[CH:12][CH:13]=1, predict the reactants needed to synthesize it. The reactants are: C[O:2][C:3](=O)[C@@H:4]([NH:9][C:10](=[O:25])[C:11]1[CH:16]=[CH:15][C:14]([C:17]#[C:18][C:19]#[C:20][CH:21]([OH:24])[CH2:22][OH:23])=[CH:13][CH:12]=1)[C:5]([OH:8])([CH3:7])[CH3:6].[NH2:27][OH:28].